From a dataset of Reaction yield outcomes from USPTO patents with 853,638 reactions. Predict the reaction yield, written as a fraction of the theoretical maximum amount of product (1.0 means a 100% yield; for example, 0.34 means a 34% yield). (1) The reactants are [C:1]([C:5]1[CH:6]=[C:7]([CH:10]=[C:11]([C:17]([CH3:20])([CH3:19])[CH3:18])[C:12]=1[O:13][CH2:14][O:15][CH3:16])[CH:8]=O)([CH3:4])([CH3:3])[CH3:2].[C:21]([NH:25][OH:26])([CH3:24])([CH3:23])[CH3:22]. The catalyst is C1C=CC=CC=1. The product is [CH3:16][O:15][CH2:14][O:13][C:12]1[C:11]([C:17]([CH3:18])([CH3:20])[CH3:19])=[CH:10][C:7]([CH:8]=[N+:25]([C:21]([CH3:24])([CH3:23])[CH3:22])[O-:26])=[CH:6][C:5]=1[C:1]([CH3:2])([CH3:3])[CH3:4]. The yield is 0.690. (2) The reactants are [C:1](Cl)(Cl)=[O:2].[F:5][C:6]([F:16])([F:15])[C:7]1[CH:14]=[CH:13][C:10]([CH2:11][OH:12])=[CH:9][CH:8]=1.[NH2:17][C@@H:18]([CH2:23][CH2:24][CH2:25][CH2:26][NH:27][C:28](=[O:31])[CH:29]=[CH2:30])[C:19]([O:21][CH3:22])=[O:20].C(N(C(C)C)CC)(C)C. The catalyst is C1(C)C=CC=CC=1.CN(C=O)C. The product is [C:28]([NH:27][CH2:26][CH2:25][CH2:24][CH2:23][C@H:18]([NH:17][C:1]([O:12][CH2:11][C:10]1[CH:13]=[CH:14][C:7]([C:6]([F:15])([F:16])[F:5])=[CH:8][CH:9]=1)=[O:2])[C:19]([O:21][CH3:22])=[O:20])(=[O:31])[CH:29]=[CH2:30]. The yield is 0.130. (3) The reactants are [C:1]1([CH3:26])[CH:6]=[CH:5][C:4]([N:7]2[C:11]([NH:12][C:13](=[O:21])OC3C=CC=CC=3)=[CH:10][C:9]([C:22]([F:25])([F:24])[F:23])=[N:8]2)=[CH:3][CH:2]=1.[CH3:27][O:28][C:29]1[CH:30]=[C:31]2[C:36](=[CH:37][C:38]=1[O:39][CH3:40])[N:35]=[CH:34][N:33]=[C:32]2[O:41][C:42]1[CH:43]=[C:44]([CH:46]=[CH:47][CH:48]=1)[NH2:45]. The catalyst is CN(C)C1C=CN=CC=1.C1COCC1. The product is [CH3:27][O:28][C:29]1[CH:30]=[C:31]2[C:36](=[CH:37][C:38]=1[O:39][CH3:40])[N:35]=[CH:34][N:33]=[C:32]2[O:41][C:42]1[CH:43]=[C:44]([NH:45][C:13]([NH:12][C:11]2[N:7]([C:4]3[CH:3]=[CH:2][C:1]([CH3:26])=[CH:6][CH:5]=3)[N:8]=[C:9]([C:22]([F:23])([F:25])[F:24])[CH:10]=2)=[O:21])[CH:46]=[CH:47][CH:48]=1. The yield is 0.590. (4) The reactants are [CH:1]1([CH:6]=[C:7]([C:18]2[NH:27][C:21]3=[N:22][CH:23]=[C:24]([CH3:26])[CH:25]=[C:20]3[CH:19]=2)[C:8]2[CH:13]=[CH:12][C:11]([S:14]([CH3:17])(=[O:16])=[O:15])=[CH:10][CH:9]=2)[CH2:5][CH2:4][CH2:3][CH2:2]1. The catalyst is [Pd].CO. The product is [CH:1]1([CH2:6][CH:7]([C:18]2[NH:27][C:21]3=[N:22][CH:23]=[C:24]([CH3:26])[CH:25]=[C:20]3[CH:19]=2)[C:8]2[CH:13]=[CH:12][C:11]([S:14]([CH3:17])(=[O:15])=[O:16])=[CH:10][CH:9]=2)[CH2:5][CH2:4][CH2:3][CH2:2]1. The yield is 1.00. (5) The reactants are [CH2:1]([O:3][P:4]([CH:9]1[C:13]([P:14]([O:19][CH2:20][CH3:21])([O:16][CH2:17][CH3:18])=[O:15])=[CH:12][S:11][CH2:10]1)([O:6][CH2:7][CH3:8])=[O:5])[CH3:2]. The catalyst is C1C=CC=CC=1.[O-2].[Mn+4].[O-2]. The product is [CH2:17]([O:16][P:14]([C:13]1[C:9]([P:4]([O:3][CH2:1][CH3:2])([O:6][CH2:7][CH3:8])=[O:5])=[CH:10][S:11][CH:12]=1)([O:19][CH2:20][CH3:21])=[O:15])[CH3:18]. The yield is 0.854.